Dataset: Forward reaction prediction with 1.9M reactions from USPTO patents (1976-2016). Task: Predict the product of the given reaction. (1) Given the reactants [Si:1]([O:8][C:9]1[CH:10]=[C:11]([SH:15])[CH:12]=[CH:13][CH:14]=1)([C:4]([CH3:7])([CH3:6])[CH3:5])([CH3:3])[CH3:2].[H-].[Na+].[Cl:18][C:19]1[CH:24]=[C:23]([N+]([O-])=O)[CH:22]=[CH:21][N:20]=1, predict the reaction product. The product is: [Si:1]([O:8][C:9]1[CH:10]=[C:11]([S:15][C:23]2[CH:22]=[CH:21][N:20]=[C:19]([Cl:18])[CH:24]=2)[CH:12]=[CH:13][CH:14]=1)([C:4]([CH3:7])([CH3:6])[CH3:5])([CH3:3])[CH3:2]. (2) Given the reactants OS(O)(=O)=O.N[C:7]1[C:14]([Cl:15])=[CH:13][C:12]([N+:16]([O-:18])=[O:17])=[CH:11][C:8]=1[C:9]#[N:10].CC(O)C.N([O-])=O.[Na+], predict the reaction product. The product is: [Cl:15][C:14]1[CH:7]=[C:8]([CH:11]=[C:12]([N+:16]([O-:18])=[O:17])[CH:13]=1)[C:9]#[N:10]. (3) Given the reactants [H-].[Al+3].[Li+].[H-].[H-].[H-].[CH2:7]([NH:14][C:15]1([CH2:19][C:20]#[N:21])[CH2:18][O:17][CH2:16]1)[C:8]1[CH:13]=[CH:12][CH:11]=[CH:10][CH:9]=1, predict the reaction product. The product is: [NH2:21][CH2:20][CH2:19][C:15]1([NH:14][CH2:7][C:8]2[CH:13]=[CH:12][CH:11]=[CH:10][CH:9]=2)[CH2:18][O:17][CH2:16]1.